Dataset: Catalyst prediction with 721,799 reactions and 888 catalyst types from USPTO. Task: Predict which catalyst facilitates the given reaction. (1) Reactant: [CH3:1][CH:2]([CH3:5])[C:3]#C.[CH2:6]([Li])CCC.CCCCCC.[C:17]([O:22][CH2:23][CH3:24])(=[O:21])[C:18]([CH3:20])=[O:19]. Product: [OH:19][C:18]([CH3:6])([C:20]#[C:1][CH:2]([CH3:5])[CH3:3])[C:17]([O:22][CH2:23][CH3:24])=[O:21]. The catalyst class is: 1. (2) Reactant: [H-].[Na+].[CH3:3][O:4][C:5]1[CH:6]=[C:7]([C:13]2[CH:18]=[CH:17][N:16]=[C:15]3[NH:19][CH:20]=[CH:21][C:14]=23)[CH:8]=[CH:9][C:10]=1[O:11][CH3:12].[CH2:22]([O:24][C:25]1[CH:34]=[CH:33][C:32]2[C:27](=[CH:28][CH:29]=[CH:30][CH:31]=2)[C:26]=1[C:35](Cl)=[O:36])[CH3:23]. Product: [CH3:3][O:4][C:5]1[CH:6]=[C:7]([C:13]2[CH:18]=[CH:17][N:16]=[C:15]3[N:19]([C:35]([C:26]4[C:27]5[C:32](=[CH:31][CH:30]=[CH:29][CH:28]=5)[CH:33]=[CH:34][C:25]=4[O:24][CH2:22][CH3:23])=[O:36])[CH:20]=[CH:21][C:14]=23)[CH:8]=[CH:9][C:10]=1[O:11][CH3:12]. The catalyst class is: 392.